From a dataset of Catalyst prediction with 721,799 reactions and 888 catalyst types from USPTO. Predict which catalyst facilitates the given reaction. (1) Reactant: [CH3:1][C:2]1[CH:11]=[CH:10][C:5]([C:6]([O:8][CH3:9])=[O:7])=[CH:4][N:3]=1.C1C=C(Cl)C=C(C(OO)=[O:20])C=1. Product: [CH3:9][O:8][C:6]([C:5]1[CH:10]=[CH:11][C:2]([CH3:1])=[N+:3]([O-:20])[CH:4]=1)=[O:7]. The catalyst class is: 2. (2) Reactant: [F:1][CH:2]([F:14])[O:3][C:4]1[CH:9]=[CH:8][C:7]([C:10](=[O:12])[CH3:11])=[CH:6][C:5]=1[OH:13].[CH3:15][N:16]([CH3:19])[CH:17]=O.[CH3:20]OC(OC)N(C)C. Product: [F:1][CH:2]([F:14])[O:3][C:4]1[CH:9]=[CH:8][C:7]([C:10](=[O:12])/[CH:11]=[CH:15]/[N:16]([CH3:19])[CH3:17])=[CH:6][C:5]=1[O:13][CH3:20]. The catalyst class is: 6. (3) Reactant: [Cl:1][C:2]1[N:7]=[C:6]([C:8]([O:10][CH3:11])=[O:9])[C:5]([O:12][CH3:13])=[C:4](Cl)[N:3]=1.CS(C)=O.[NH3:19]. Product: [NH2:19][C:4]1[N:3]=[C:2]([Cl:1])[N:7]=[C:6]([C:8]([O:10][CH3:11])=[O:9])[C:5]=1[O:12][CH3:13]. The catalyst class is: 13. (4) Reactant: CN1CCOCC1.[C:8]([O:12][C:13]([N:15]1[CH2:19][CH2:18][CH2:17][C@H:16]1[C:20]([OH:22])=O)=[O:14])([CH3:11])([CH3:10])[CH3:9].F[P-](F)(F)(F)(F)F.N1(OC(N(C)C)=[N+](C)C)C2N=CC=CC=2N=N1.Cl.[NH2:48][CH:49]1[C:58](=[O:59])[C:57]2[C:52](=[CH:53][C:54]([Br:60])=[CH:55][CH:56]=2)[O:51][CH2:50]1.C(=O)(O)[O-].[Na+].[Cl-].[NH4+]. Product: [Br:60][C:54]1[CH:53]=[C:52]2[C:57]([C:58](=[O:59])[CH:49]([NH:48][C:20]([C@@H:16]3[CH2:17][CH2:18][CH2:19][N:15]3[C:13]([O:12][C:8]([CH3:9])([CH3:10])[CH3:11])=[O:14])=[O:22])[CH2:50][O:51]2)=[CH:56][CH:55]=1. The catalyst class is: 288. (5) Reactant: [CH3:1][O:2][C:3](=[O:15])[CH2:4][NH:5][C:6]1([CH2:10][C:11]([O:13][CH3:14])=[O:12])[CH2:9][CH2:8][CH2:7]1.C([O-])(O)=O.[Na+].Cl[C:22]([O:24][CH2:25][C:26]1[CH:31]=[CH:30][CH:29]=[CH:28][CH:27]=1)=[O:23]. Product: [CH2:25]([O:24][C:22]([N:5]([C:6]1([CH2:10][C:11]([O:13][CH3:14])=[O:12])[CH2:9][CH2:8][CH2:7]1)[CH2:4][C:3]([O:2][CH3:1])=[O:15])=[O:23])[C:26]1[CH:31]=[CH:30][CH:29]=[CH:28][CH:27]=1. The catalyst class is: 1. (6) Reactant: [NH2:1][C@@H:2]1[CH2:6][CH2:5][N:4]([C:7](OC(C)(C)C)=O)[CH2:3]1.C([N:16](CC)CC)C.[Cl:21][C:22]1[C:23]([CH3:32])=[C:24]([S:28](Cl)(=[O:30])=[O:29])[CH:25]=[CH:26][CH:27]=1.CCN(C(C)C)C(C)C.BrC#N. Product: [Cl:21][C:22]1[C:23]([CH3:32])=[C:24]([S:28]([NH:1][C@@H:2]2[CH2:6][CH2:5][N:4]([C:7]#[N:16])[CH2:3]2)(=[O:30])=[O:29])[CH:25]=[CH:26][CH:27]=1. The catalyst class is: 20. (7) Reactant: [Cl:1][C:2]1[CH:7]=[CH:6][CH:5]=[CH:4][C:3]=1[NH:8][NH2:9].[F:10][C:11]([F:22])([F:21])[C:12](O[C:12](=[O:13])[C:11]([F:22])([F:21])[F:10])=[O:13]. Product: [Cl:1][C:2]1[CH:7]=[CH:6][CH:5]=[CH:4][C:3]=1[NH:8][N:9]=[C:12]([OH:13])[C:11]([F:22])([F:21])[F:10]. The catalyst class is: 7. (8) Reactant: [CH3:1][N:2]([CH2:11][CH2:12][NH:13][S:14]([C:17]1[CH:22]=[C:21]([S:23]([C:26]2[CH:31]=[CH:30][CH:29]=[CH:28][CH:27]=2)(=[O:25])=[O:24])[CH:20]=[CH:19][C:18]=1[C:32]([F:35])([F:34])[F:33])(=[O:16])=[O:15])[CH2:3][C:4]([O:6]C(C)(C)C)=[O:5].[ClH:36]. Product: [ClH:36].[CH3:1][N:2]([CH2:11][CH2:12][NH:13][S:14]([C:17]1[CH:22]=[C:21]([S:23]([C:26]2[CH:31]=[CH:30][CH:29]=[CH:28][CH:27]=2)(=[O:24])=[O:25])[CH:20]=[CH:19][C:18]=1[C:32]([F:34])([F:33])[F:35])(=[O:15])=[O:16])[CH2:3][C:4]([OH:6])=[O:5]. The catalyst class is: 25. (9) Reactant: Br[C:2]1[CH:7]=[CH:6][CH:5]=[CH:4][N:3]=1.[C:8]1(B(O)O)[CH2:13][CH2:12][CH2:11][CH2:10][CH:9]=1.C([O-])([O-])=O.[Na+].[Na+]. Product: [C:8]1([C:2]2[CH:7]=[CH:6][CH:5]=[CH:4][N:3]=2)[CH2:13][CH2:12][CH2:11][CH2:10][CH:9]=1. The catalyst class is: 203. (10) Reactant: [CH3:1][CH:2]1[CH2:11][CH2:10][C:9]2[C:4](=[CH:5][CH:6]=[CH:7][CH:8]=2)[NH:3]1.[CH2:12]([O:14][C:15](=[O:26])[C:16](=[CH:22]OCC)[C:17](OCC)=[O:18])[CH3:13]. Product: [CH2:12]([O:14][C:15]([C:16]1[C:17](=[O:18])[C:5]2[C:4]3=[C:9]([CH2:10][CH2:11][CH:2]([CH3:1])[N:3]3[CH:22]=1)[CH:8]=[CH:7][CH:6]=2)=[O:26])[CH3:13]. The catalyst class is: 6.